This data is from Catalyst prediction with 721,799 reactions and 888 catalyst types from USPTO. The task is: Predict which catalyst facilitates the given reaction. (1) Product: [Cl:1][C:2]1[C:7]([C:8]2[CH:13]=[CH:12][CH:11]=[CH:10][CH:9]=2)=[C:6]([N:14]2[CH2:19][CH2:18][CH:17]([CH3:20])[CH2:16][CH2:15]2)[N:5]=[C:4]([N:32]([C:33]#[N:34])[CH3:31])[N:3]=1. Reactant: [Cl:1][C:2]1[C:7]([C:8]2[CH:13]=[CH:12][CH:11]=[CH:10][CH:9]=2)=[C:6]([N:14]2[CH2:19][CH2:18][CH:17]([CH3:20])[CH2:16][CH2:15]2)[N:5]=[C:4](S(C)(=O)=O)[N:3]=1.C(=O)([O-])[O-].[K+].[K+].[CH3:31][NH:32][C:33]#[N:34].C(OCC)(=O)C. The catalyst class is: 35. (2) The catalyst class is: 6. Reactant: [K].[C:2]1(=[O:12])[NH:6][C:5](=[O:7])[C:4]2=[CH:8][CH:9]=[CH:10][CH:11]=[C:3]12.CN(C)C=O.[Cl:18][C:19]1[C:20]([C:34]2[CH:39]=[CH:38][C:37]([O:40][CH3:41])=[CH:36][CH:35]=2)=[C:21]2[C:29]3[CH2:30][CH2:31][S:32][CH2:33][C:28]=3[S:27][C:22]2=[N:23][C:24]=1[CH2:25]Cl. Product: [Cl:18][C:19]1[C:20]([C:34]2[CH:39]=[CH:38][C:37]([O:40][CH3:41])=[CH:36][CH:35]=2)=[C:21]2[C:29]3[CH2:30][CH2:31][S:32][CH2:33][C:28]=3[S:27][C:22]2=[N:23][C:24]=1[CH2:25][N:6]1[C:2](=[O:12])[C:3]2[C:4](=[CH:8][CH:9]=[CH:10][CH:11]=2)[C:5]1=[O:7]. (3) Reactant: Cl[C:2]1[C:11]2[C:6](=[CH:7][CH:8]=[C:9]([C:12]#[N:13])[CH:10]=2)[N:5]=[CH:4][CH:3]=1.[N:14]1[CH:19]=[CH:18][C:17](B(O)O)=[CH:16][CH:15]=1.C(=O)([O-])[O-].[K+].[K+]. Product: [N:14]1[CH:19]=[CH:18][C:17]([C:2]2[C:11]3[C:6](=[CH:7][CH:8]=[C:9]([C:12]#[N:13])[CH:10]=3)[N:5]=[CH:4][CH:3]=2)=[CH:16][CH:15]=1. The catalyst class is: 77. (4) The catalyst class is: 5. Product: [Cl:1][C:2]1[CH:10]=[C:9]2[C:5]([C@H:6]([C:12]3[CH:13]=[CH:14][CH:15]=[CH:16][CH:17]=3)[CH2:7][C@@H:8]2[OH:11])=[CH:4][CH:3]=1. Reactant: [Cl:1][C:2]1[CH:10]=[C:9]2[C:5]([C@@H:6]([C:12]3[CH:17]=[CH:16][CH:15]=[CH:14][CH:13]=3)[CH2:7][C@H:8]2[OH:11])=[CH:4][CH:3]=1. (5) Reactant: [CH3:1][C:2]1[C:6]([CH2:7][OH:8])=[CH:5][N:4]([C:9]2[CH:14]=[CH:13][CH:12]=[CH:11][N:10]=2)[N:3]=1.[O:15]=[CH:16][C:17]1[CH:25]=[CH:24][C:22](O)=[C:19]([O:20][CH3:21])[CH:18]=1.C(P(CCCC)CCCC)CCC.N(C(N1CCCCC1)=O)=NC(N1CCCCC1)=O. Product: [CH3:21][O:20][C:19]1[CH:18]=[C:17]([CH:25]=[CH:24][C:22]=1[O:8][CH2:7][C:6]1[C:2]([CH3:1])=[N:3][N:4]([C:9]2[CH:14]=[CH:13][CH:12]=[CH:11][N:10]=2)[CH:5]=1)[CH:16]=[O:15]. The catalyst class is: 7. (6) Reactant: [CH3:1][O:2][CH2:3][CH2:4][CH2:5][O:6][C:7]1[CH:12]=[C:11](C)[CH:10]=[CH:9][C:8]=1[CH2:14]O.C[Si](C)(C)[Br:18]. Product: [Br:18][CH2:14][C:8]1[CH:9]=[CH:10][CH:11]=[CH:12][C:7]=1[O:6][CH2:5][CH2:4][CH2:3][O:2][CH3:1]. The catalyst class is: 22. (7) Reactant: [H-].[Al+3].[Li+].[H-].[H-].[H-].C1COCC1.[CH3:12][O:13][C:14]1[C:15]([C:19](OC)=[O:20])=[CH:16][S:17][CH:18]=1.[OH-].[Na+]. Product: [OH:20][CH2:19][C:15]1[C:14]([O:13][CH3:12])=[CH:18][S:17][CH:16]=1. The catalyst class is: 6.